From a dataset of NCI-60 drug combinations with 297,098 pairs across 59 cell lines. Regression. Given two drug SMILES strings and cell line genomic features, predict the synergy score measuring deviation from expected non-interaction effect. (1) Synergy scores: CSS=38.2, Synergy_ZIP=-3.96, Synergy_Bliss=-3.87, Synergy_Loewe=-13.3, Synergy_HSA=-2.32. Drug 1: C1CN1C2=NC(=NC(=N2)N3CC3)N4CC4. Drug 2: COC1=CC(=CC(=C1O)OC)C2C3C(COC3=O)C(C4=CC5=C(C=C24)OCO5)OC6C(C(C7C(O6)COC(O7)C8=CC=CS8)O)O. Cell line: NCI/ADR-RES. (2) Drug 1: CN(C)C1=NC(=NC(=N1)N(C)C)N(C)C. Drug 2: C1=NC2=C(N1)C(=S)N=CN2. Cell line: NCI-H322M. Synergy scores: CSS=1.41, Synergy_ZIP=-10.4, Synergy_Bliss=-23.4, Synergy_Loewe=-62.6, Synergy_HSA=-25.1. (3) Drug 1: CC12CCC(CC1=CCC3C2CCC4(C3CC=C4C5=CN=CC=C5)C)O. Drug 2: CN1C2=C(C=C(C=C2)N(CCCl)CCCl)N=C1CCCC(=O)O.Cl. Cell line: HCT116. Synergy scores: CSS=7.13, Synergy_ZIP=-1.34, Synergy_Bliss=-1.04, Synergy_Loewe=-6.63, Synergy_HSA=-3.78. (4) Drug 1: CCCS(=O)(=O)NC1=C(C(=C(C=C1)F)C(=O)C2=CNC3=C2C=C(C=N3)C4=CC=C(C=C4)Cl)F. Drug 2: CC1=C(C(=O)C2=C(C1=O)N3CC4C(C3(C2COC(=O)N)OC)N4)N. Cell line: PC-3. Synergy scores: CSS=24.3, Synergy_ZIP=-3.29, Synergy_Bliss=-0.976, Synergy_Loewe=-24.7, Synergy_HSA=-2.18. (5) Drug 1: C1=CC(=CC=C1C#N)C(C2=CC=C(C=C2)C#N)N3C=NC=N3. Drug 2: CC1=C(C=C(C=C1)C(=O)NC2=CC(=CC(=C2)C(F)(F)F)N3C=C(N=C3)C)NC4=NC=CC(=N4)C5=CN=CC=C5. Cell line: SK-OV-3. Synergy scores: CSS=-7.71, Synergy_ZIP=2.21, Synergy_Bliss=-3.58, Synergy_Loewe=-5.62, Synergy_HSA=-7.59.